This data is from Reaction yield outcomes from USPTO patents with 853,638 reactions. The task is: Predict the reaction yield, written as a fraction of the theoretical maximum amount of product (1.0 means a 100% yield; for example, 0.34 means a 34% yield). The reactants are [NH:1]1[CH2:6][CH2:5][CH2:4][CH2:3][CH:2]1[CH2:7][OH:8].C(N(CC)CC)C.[CH3:16][O:17][C:18]1[CH:23]=[C:22]([CH3:24])[C:21]([S:25](Cl)(=[O:27])=[O:26])=[C:20]([CH3:29])[CH:19]=1. The catalyst is C(Cl)Cl. The product is [CH3:16][O:17][C:18]1[CH:19]=[C:20]([CH3:29])[C:21]([S:25]([N:1]2[CH2:6][CH2:5][CH2:4][CH2:3][CH:2]2[CH2:7][OH:8])(=[O:26])=[O:27])=[C:22]([CH3:24])[CH:23]=1. The yield is 0.630.